Predict the reaction yield, written as a fraction of the theoretical maximum amount of product (1.0 means a 100% yield; for example, 0.34 means a 34% yield). From a dataset of Reaction yield outcomes from USPTO patents with 853,638 reactions. The reactants are ClC1C=C([C:9]2[N:13]3[C:14]4[N:22]=[C:21]([O:23][CH3:24])[CH:20]=[CH:19][C:15]=4[N:16]=[C:17]([CH3:18])[C:12]3=[C:11]([CH3:25])[N:10]=2)C=C(Cl)C=1.[F:26][C:27]1[CH:32]=[CH:31][C:30]([CH3:33])=[CH:29][C:28]=1B(O)O. No catalyst specified. The product is [F:26][C:27]1[CH:32]=[CH:31][C:30]([CH3:33])=[CH:29][C:28]=1[C:9]1[N:13]2[C:14]3[N:22]=[C:21]([O:23][CH3:24])[CH:20]=[CH:19][C:15]=3[N:16]=[C:17]([CH3:18])[C:12]2=[C:11]([CH3:25])[N:10]=1. The yield is 0.830.